This data is from Peptide-MHC class II binding affinity with 134,281 pairs from IEDB. The task is: Regression. Given a peptide amino acid sequence and an MHC pseudo amino acid sequence, predict their binding affinity value. This is MHC class II binding data. (1) The binding affinity (normalized) is 0.459. The MHC is DRB3_0301 with pseudo-sequence DRB3_0301. The peptide sequence is MLSPMLHHWIKVEYG. (2) The peptide sequence is NSLLFIPDIKLAIDN. The MHC is HLA-DPA10201-DPB10501 with pseudo-sequence HLA-DPA10201-DPB10501. The binding affinity (normalized) is 0.609. (3) The peptide sequence is AFKVAYTAANAAPAN. The binding affinity (normalized) is 0.882. The MHC is DRB1_0802 with pseudo-sequence DRB1_0802. (4) The peptide sequence is APTGATTAAAGGYKV. The MHC is HLA-DPA10201-DPB11401 with pseudo-sequence HLA-DPA10201-DPB11401. The binding affinity (normalized) is 0. (5) The binding affinity (normalized) is 0.205. The MHC is DRB1_1101 with pseudo-sequence DRB1_1101. The peptide sequence is VWGKNSCAKNYNCKI. (6) The peptide sequence is KGELIDQLGVRDKEAGVALR. The MHC is DRB1_1301 with pseudo-sequence DRB1_1301. The binding affinity (normalized) is 0. (7) The binding affinity (normalized) is 0.375. The peptide sequence is EEDIEIKPIQEEEY. The MHC is HLA-DPA10201-DPB10101 with pseudo-sequence HLA-DPA10201-DPB10101.